Dataset: Catalyst prediction with 721,799 reactions and 888 catalyst types from USPTO. Task: Predict which catalyst facilitates the given reaction. Reactant: [C:1]([O:5][C:6]([N:8]1[CH2:31][CH2:30][N:11]2[C:12](=[O:29])[C:13]3[C:18]([C@@H:10]2[CH2:9]1)=[CH:17][C:16]([C:19]#[C:20][Si](C)(C)C)=[CH:15][C:14]=3[C:25]([F:28])([F:27])[F:26])=[O:7])([CH3:4])([CH3:3])[CH3:2].C([Sn](CCCC)(CCCC)C1OC=CC=1)CCC.C(=O)([O-])[O-].[K+].[K+]. Product: [C:1]([O:5][C:6]([N:8]1[CH2:31][CH2:30][N:11]2[C:12](=[O:29])[C:13]3[C:18]([C@@H:10]2[CH2:9]1)=[CH:17][C:16]([C:19]#[CH:20])=[CH:15][C:14]=3[C:25]([F:27])([F:28])[F:26])=[O:7])([CH3:4])([CH3:2])[CH3:3]. The catalyst class is: 5.